Predict the reaction yield, written as a fraction of the theoretical maximum amount of product (1.0 means a 100% yield; for example, 0.34 means a 34% yield). From a dataset of Reaction yield outcomes from USPTO patents with 853,638 reactions. (1) The yield is 0.250. The product is [Cl:28][C:29]1[N:34]=[CH:33][C:32]([C:35]2[NH:39][C:38]([C@@H:40]3[CH2:44][CH2:43][CH2:42][N:41]3[C:52](=[O:53])[CH2:51][C:47]3[CH:46]=[N:45][CH:50]=[CH:49][CH:48]=3)=[N:37][CH:36]=2)=[CH:31][N:30]=1. The catalyst is CN(C=O)C. The reactants are CN(C(ON1N=NC2C=CC=NC1=2)=[N+](C)C)C.F[P-](F)(F)(F)(F)F.Cl.Cl.Cl.[Cl:28][C:29]1[N:34]=[CH:33][C:32]([C:35]2[NH:39][C:38]([C@@H:40]3[CH2:44][CH2:43][CH2:42][NH:41]3)=[N:37][CH:36]=2)=[CH:31][N:30]=1.[N:45]1[CH:50]=[CH:49][CH:48]=[C:47]([CH2:51][C:52](O)=[O:53])[CH:46]=1.CCN(C(C)C)C(C)C. (2) The reactants are [F:1][C:2]1[CH:7]=[CH:6][C:5]([NH:8][C:9](=O)[C@@H:10]([NH:12][C:13]2[N:21]=[CH:20][N:19]=[C:18]3[C:14]=2[N:15]=[CH:16][N:17]3C2CCCCO2)[CH3:11])=[C:4]([NH:29][C:30]2[CH:35]=[CH:34][N:33]=[CH:32][N:31]=2)[CH:3]=1.COC1C=CC(P2(SP(C3C=CC(OC)=CC=3)(=S)S2)=[S:45])=CC=1. The catalyst is C1COCC1.CCOC(C)=O. The product is [F:1][C:2]1[CH:7]=[CH:6][C:5]([NH:8][C:9](=[S:45])[C@@H:10]([NH:12][C:13]2[N:21]=[CH:20][N:19]=[C:18]3[C:14]=2[N:15]=[CH:16][NH:17]3)[CH3:11])=[C:4]([NH:29][C:30]2[CH:35]=[CH:34][N:33]=[CH:32][N:31]=2)[CH:3]=1. The yield is 0.120. (3) The reactants are [CH3:1][C@@H:2]1[N:8]([CH2:9][CH:10]2[CH2:13][O:12][CH2:11]2)[CH2:7][C:6]2[CH:14]=[CH:15][C:16]([C:18]([O:20]C)=O)=[CH:17][C:5]=2[O:4][CH2:3]1.[NH2:22][OH:23].[OH-].[Na+]. The catalyst is C1COCC1.CO. The product is [OH:23][NH:22][C:18]([C:16]1[CH:15]=[CH:14][C:6]2[CH2:7][N:8]([CH2:9][CH:10]3[CH2:13][O:12][CH2:11]3)[C@@H:2]([CH3:1])[CH2:3][O:4][C:5]=2[CH:17]=1)=[O:20]. The yield is 0.110. (4) The yield is 0.842. The catalyst is C1C=CC([P]([Pd]([P](C2C=CC=CC=2)(C2C=CC=CC=2)C2C=CC=CC=2)([P](C2C=CC=CC=2)(C2C=CC=CC=2)C2C=CC=CC=2)[P](C2C=CC=CC=2)(C2C=CC=CC=2)C2C=CC=CC=2)(C2C=CC=CC=2)C2C=CC=CC=2)=CC=1.[Cu]I.C1COCC1. The reactants are [F:1][C:2]1[CH:3]=[C:4]([CH:6]=[CH:7][C:8]=1[O:9][C:10]1[CH:15]=[CH:14][N:13]=[C:12]2[CH:16]=[C:17](I)[S:18][C:11]=12)[NH2:5].[CH3:20][N:21]1[CH2:26][CH2:25][N:24]([CH2:27][C:28]#[CH:29])[CH2:23][CH2:22]1.C(N(C(C)C)C(C)C)C. The product is [F:1][C:2]1[CH:3]=[C:4]([CH:6]=[CH:7][C:8]=1[O:9][C:10]1[CH:15]=[CH:14][N:13]=[C:12]2[CH:16]=[C:17]([C:29]#[C:28][CH2:27][N:24]3[CH2:25][CH2:26][N:21]([CH3:20])[CH2:22][CH2:23]3)[S:18][C:11]=12)[NH2:5]. (5) The reactants are [F:1][C:2]1[CH:28]=[CH:27][CH:26]=[C:25]([F:29])[C:3]=1[O:4][C:5]1[CH:6]=[N:7][N:8]([CH:12]([CH2:16][C:17]2[C:22]([F:23])=[CH:21][CH:20]=[CH:19][C:18]=2[F:24])[C:13](O)=[O:14])[C:9](=[O:11])[CH:10]=1.[C:30]([Si:34]([CH3:45])([CH3:44])[O:35][CH2:36][CH2:37][N:38]1[CH:42]=[CH:41][C:40]([NH2:43])=[N:39]1)([CH3:33])([CH3:32])[CH3:31]. No catalyst specified. The product is [C:30]([Si:34]([CH3:45])([CH3:44])[O:35][CH2:36][CH2:37][N:38]1[CH:42]=[CH:41][C:40]([NH:43][C:13](=[O:14])[CH:12]([N:8]2[C:9](=[O:11])[CH:10]=[C:5]([O:4][C:3]3[C:2]([F:1])=[CH:28][CH:27]=[CH:26][C:25]=3[F:29])[CH:6]=[N:7]2)[CH2:16][C:17]2[C:22]([F:23])=[CH:21][CH:20]=[CH:19][C:18]=2[F:24])=[N:39]1)([CH3:33])([CH3:32])[CH3:31]. The yield is 0.650. (6) The reactants are BrC1C=CC2C3C(CCOC=2C=1)=CN(C1N(C2C=CC(F)=CC=2F)N=CN=1)N=3.Cl[C:30]1[N:34]([C:35]2[CH:40]=[CH:39][CH:38]=[CH:37][C:36]=2[Cl:41])[N:33]=[CH:32][N:31]=1.[Br:42][C:43]1[CH:44]=[CH:45][C:46]2[O:55][CH2:54][CH2:53][C:52]3[C:48](=[N:49][NH:50][CH:51]=3)[C:47]=2[CH:56]=1.C(Cl)Cl. The catalyst is C1CCCCC1. The product is [Br:42][C:43]1[CH:44]=[CH:45][C:46]2[O:55][CH2:54][CH2:53][C:52]3[C:48](=[N:49][N:50]([C:30]4[N:34]([C:35]5[CH:40]=[CH:39][CH:38]=[CH:37][C:36]=5[Cl:41])[N:33]=[CH:32][N:31]=4)[CH:51]=3)[C:47]=2[CH:56]=1. The yield is 0.330. (7) The reactants are [CH2:1]([N:5]([CH2:43][CH2:44][CH2:45][CH3:46])[C:6]([C:8]1[N:9]=[C:10](C2C=CC(C(OC)=O)=CC=2C(N2CCC3C(=CC=CC=3)C2)=O)[N:11]([CH2:13][O:14][CH2:15][CH2:16][Si:17]([CH3:20])([CH3:19])[CH3:18])[CH:12]=1)=[O:7])[CH2:2][CH2:3][CH3:4].CC1(C)COB([C:54]2[CH:63]=[CH:62][C:57]([C:58]([O:60][CH3:61])=[O:59])=[CH:56][C:55]=2[C:64]([O:66][CH2:67][C:68]2[CH:73]=[CH:72][CH:71]=[CH:70][CH:69]=2)=[O:65])OC1.BrC1N(COCC[Si](C)(C)C)C=C(C(N(CCCC)CCCC)=O)N=1. No catalyst specified. The product is [CH2:1]([N:5]([CH2:43][CH2:44][CH2:45][CH3:46])[C:6]([C:8]1[N:9]=[C:10]([C:54]2[CH:63]=[CH:62][C:57]([C:58]([O:60][CH3:61])=[O:59])=[CH:56][C:55]=2[C:64]([O:66][CH2:67][C:68]2[CH:69]=[CH:70][CH:71]=[CH:72][CH:73]=2)=[O:65])[N:11]([CH2:13][O:14][CH2:15][CH2:16][Si:17]([CH3:19])([CH3:18])[CH3:20])[CH:12]=1)=[O:7])[CH2:2][CH2:3][CH3:4]. The yield is 0.620.